This data is from Catalyst prediction with 721,799 reactions and 888 catalyst types from USPTO. The task is: Predict which catalyst facilitates the given reaction. (1) Reactant: [F:1][CH:2]([F:21])[C:3]1[S:7][C:6]([C:8]([O:10]C)=[O:9])=[CH:5][C:4]=1[C:12]1[N:16]2[N:17]=[CH:18][CH:19]=[CH:20][C:15]2=[N:14][CH:13]=1.[OH-].[Na+].Cl. Product: [F:21][CH:2]([F:1])[C:3]1[S:7][C:6]([C:8]([OH:10])=[O:9])=[CH:5][C:4]=1[C:12]1[N:16]2[N:17]=[CH:18][CH:19]=[CH:20][C:15]2=[N:14][CH:13]=1. The catalyst class is: 24. (2) Reactant: C(NC(C)C)(C)C.[Li]CCCC.CCCCCC.[C:19]([O:23][C:24]([N:26]1[CH2:31][CH2:30][CH:29]([C:32]([O:34][CH2:35][CH3:36])=[O:33])[CH2:28][CH2:27]1)=[O:25])([CH3:22])([CH3:21])[CH3:20].[NH4+].[Cl-].C1C[O:42]CC1. The catalyst class is: 84. Product: [CH2:35]([O:34][C:32]([C:29]1([OH:42])[CH2:30][CH2:31][N:26]([C:24]([O:23][C:19]([CH3:22])([CH3:21])[CH3:20])=[O:25])[CH2:27][CH2:28]1)=[O:33])[CH3:36]. (3) Reactant: Br[CH:2]([C:8]1[CH:13]=[CH:12][CH:11]=[CH:10][CH:9]=1)[C:3]([O:5][CH2:6][CH3:7])=[O:4].CCN(C(C)C)C(C)C.[NH:23]1[CH2:28][CH2:27][S:26][CH2:25][CH2:24]1. Product: [C:8]1([CH:2]([N:23]2[CH2:28][CH2:27][S:26][CH2:25][CH2:24]2)[C:3]([O:5][CH2:6][CH3:7])=[O:4])[CH:13]=[CH:12][CH:11]=[CH:10][CH:9]=1. The catalyst class is: 10. (4) The catalyst class is: 18. Product: [NH2:1][C:2]1[S:3][C@:4]2(/[CH:28]=[CH:29]/[C:30]([NH2:35])=[O:32])[C@H:6]([C@:7]([C:11]3[CH:16]=[C:15]([NH:17][C:18](=[O:26])[C:19]4[CH:24]=[CH:23][C:22]([Cl:25])=[CH:21][N:20]=4)[CH:14]=[CH:13][C:12]=3[F:27])([CH2:9][F:10])[N:8]=1)[CH2:5]2. Reactant: [NH2:1][C:2]1[S:3][C@:4]2(/[CH:28]=[CH:29]/[C:30]([OH:32])=O)[C@H:6]([C@:7]([C:11]3[CH:16]=[C:15]([NH:17][C:18](=[O:26])[C:19]4[CH:24]=[CH:23][C:22]([Cl:25])=[CH:21][N:20]=4)[CH:14]=[CH:13][C:12]=3[F:27])([CH2:9][F:10])[N:8]=1)[CH2:5]2.CC[N:35](C(C)C)C(C)C.N.CN(C(ON1N=NC2C=CC=NC1=2)=[N+](C)C)C.F[P-](F)(F)(F)(F)F. (5) Reactant: [NH2:1][C@H:2]1[CH2:7][CH2:6][N:5]([C:8]([O:10][C:11]([CH3:14])([CH3:13])[CH3:12])=[O:9])[CH2:4][C@H:3]1[F:15].C([O-])([O-])=O.[K+].[K+].Cl[C:23]([O:25][CH2:26][C:27]1[CH:32]=[CH:31][CH:30]=[CH:29][CH:28]=1)=[O:24]. Product: [CH2:26]([O:25][C:23]([NH:1][C@H:2]1[CH2:7][CH2:6][N:5]([C:8]([O:10][C:11]([CH3:12])([CH3:14])[CH3:13])=[O:9])[CH2:4][C@H:3]1[F:15])=[O:24])[C:27]1[CH:32]=[CH:31][CH:30]=[CH:29][CH:28]=1. The catalyst class is: 249.